Dataset: Catalyst prediction with 721,799 reactions and 888 catalyst types from USPTO. Task: Predict which catalyst facilitates the given reaction. Product: [F:33][C:34]1[N:35]=[CH:36][C:37]([C:2]2[N:12]=[CH:11][C:10]3[O:9][CH2:8][CH2:7][N:6]4[CH:13]=[C:14]([C:16]5[N:20]([CH:21]([CH3:23])[CH3:22])[N:19]=[CH:18][N:17]=5)[N:15]=[C:5]4[C:4]=3[CH:3]=2)=[CH:38][CH:39]=1. Reactant: Cl[C:2]1[N:12]=[CH:11][C:10]2[O:9][CH2:8][CH2:7][N:6]3[CH:13]=[C:14]([C:16]4[N:20]([CH:21]([CH3:23])[CH3:22])[N:19]=[CH:18][N:17]=4)[N:15]=[C:5]3[C:4]=2[CH:3]=1.C(#N)C.O.C([O-])(=O)C.[K+].[F:33][C:34]1[CH:39]=[CH:38][C:37](B(O)O)=[CH:36][N:35]=1. The catalyst class is: 73.